Dataset: Reaction yield outcomes from USPTO patents with 853,638 reactions. Task: Predict the reaction yield, written as a fraction of the theoretical maximum amount of product (1.0 means a 100% yield; for example, 0.34 means a 34% yield). The reactants are Cl.[NH:2]1[CH2:6][C@H:5]([OH:7])[C@@H:4]([OH:8])[CH2:3]1.[Cl:9][C:10]1[N:15]=[C:14]([C:16]([O:18][CH3:19])=[O:17])[CH:13]=[C:12](Cl)[N:11]=1.CCN(C(C)C)C(C)C. The catalyst is C(#N)C. The product is [Cl:9][C:10]1[N:15]=[C:14]([C:16]([O:18][CH3:19])=[O:17])[CH:13]=[C:12]([N:2]2[CH2:6][C@H:5]([OH:7])[C@@H:4]([OH:8])[CH2:3]2)[N:11]=1. The yield is 0.830.